Dataset: Reaction yield outcomes from USPTO patents with 853,638 reactions. Task: Predict the reaction yield, written as a fraction of the theoretical maximum amount of product (1.0 means a 100% yield; for example, 0.34 means a 34% yield). (1) The reactants are Br[C:2]1[CH:3]=[C:4]2[C:9](=[CH:10][CH:11]=1)[CH:8]=[C:7]([CH2:12][CH:13]1[CH2:17][CH2:16][N:15]([CH:18]3[CH2:23][CH2:22][CH2:21][CH2:20][CH2:19]3)[C:14]1=[O:24])[CH:6]=[CH:5]2.O.[NH2:26][C:27]1[CH:28]=[C:29](B(O)O)[CH:30]=[CH:31][CH:32]=1.[Li+].[Cl-].C([O-])([O-])=O.[Na+].[Na+]. The catalyst is C1C=CC([P]([Pd]([P](C2C=CC=CC=2)(C2C=CC=CC=2)C2C=CC=CC=2)([P](C2C=CC=CC=2)(C2C=CC=CC=2)C2C=CC=CC=2)[P](C2C=CC=CC=2)(C2C=CC=CC=2)C2C=CC=CC=2)(C2C=CC=CC=2)C2C=CC=CC=2)=CC=1.O.O1CCOCC1. The product is [NH2:26][C:27]1[CH:32]=[C:31]([C:2]2[CH:3]=[C:4]3[C:9](=[CH:10][CH:11]=2)[CH:8]=[C:7]([CH2:12][CH:13]2[CH2:17][CH2:16][N:15]([CH:18]4[CH2:19][CH2:20][CH2:21][CH2:22][CH2:23]4)[C:14]2=[O:24])[CH:6]=[CH:5]3)[CH:30]=[CH:29][CH:28]=1. The yield is 0.760. (2) The reactants are [CH2:1]([NH:5][C:6](=[O:21])[C:7]([NH:9][C:10]1[CH:15]=[CH:14][C:13]([O:16][CH3:17])=[CH:12][C:11]=1[N+:18]([O-])=O)=[O:8])[CH2:2][CH2:3][CH3:4]. The catalyst is [Pd].CO. The product is [NH2:18][C:11]1[CH:12]=[C:13]([O:16][CH3:17])[CH:14]=[CH:15][C:10]=1[NH:9][C:7](=[O:8])[C:6]([NH:5][CH2:1][CH2:2][CH2:3][CH3:4])=[O:21]. The yield is 0.900. (3) The reactants are [Cl:1][C:2]1[C:3]2[CH:14]=[CH:13][C:12](=[O:15])[N:11]([C:16]3[C:21]([F:22])=[CH:20][CH:19]=[CH:18][C:17]=3[F:23])[C:4]=2[N:5]=[C:6](S(C)=O)[N:7]=1.[NH2:24][CH:25]([CH2:28][OH:29])[CH2:26][OH:27].CCN(CC)CC. The catalyst is ClCCl.CN(C=O)C. The product is [Cl:1][C:2]1[C:3]2[CH:14]=[CH:13][C:12](=[O:15])[N:11]([C:16]3[C:21]([F:22])=[CH:20][CH:19]=[CH:18][C:17]=3[F:23])[C:4]=2[N:5]=[C:6]([NH:24][CH:25]([CH2:28][OH:29])[CH2:26][OH:27])[N:7]=1. The yield is 0.420. (4) The reactants are [F:1][C:2]([F:20])([C:8]1[CH:13]=[CH:12][C:11]([F:14])=[CH:10][C:9]=1[O:15][C:16]([F:19])([F:18])[F:17])[C:3]([O:5]CC)=[O:4].O1CCCC1.O.[OH-].[Li+].S(=O)(=O)(O)[O-].[K+]. The catalyst is CO.O. The product is [F:20][C:2]([F:1])([C:8]1[CH:13]=[CH:12][C:11]([F:14])=[CH:10][C:9]=1[O:15][C:16]([F:17])([F:18])[F:19])[C:3]([OH:5])=[O:4]. The yield is 0.730. (5) The reactants are Br[C:2]1[CH:7]=[C:6]([CH:8]2[CH2:13][CH2:12][S:11](=[O:15])(=[O:14])[CH2:10][CH2:9]2)[CH:5]=[CH:4][C:3]=1[NH2:16].[C:17]1(B(O)O)[CH2:22][CH2:21][CH2:20][CH2:19][CH:18]=1.C([O-])([O-])=O.[Na+].[Na+].CCOC(C)=O. The catalyst is O1CCOCC1.C1C=CC([P]([Pd]([P](C2C=CC=CC=2)(C2C=CC=CC=2)C2C=CC=CC=2)([P](C2C=CC=CC=2)(C2C=CC=CC=2)C2C=CC=CC=2)[P](C2C=CC=CC=2)(C2C=CC=CC=2)C2C=CC=CC=2)(C2C=CC=CC=2)C2C=CC=CC=2)=CC=1. The product is [C:17]1([C:2]2[CH:7]=[C:6]([CH:8]3[CH2:13][CH2:12][S:11](=[O:15])(=[O:14])[CH2:10][CH2:9]3)[CH:5]=[CH:4][C:3]=2[NH2:16])[CH2:22][CH2:21][CH2:20][CH2:19][CH:18]=1. The yield is 0.860. (6) The reactants are Cl[CH2:2][CH2:3][C:4]([NH:6][C:7]1[CH:20]=[CH:19][C:18]2[C:17](=[O:21])[C:16]3[C:11](=[CH:12][C:13]([NH:22][C:23](=[O:27])[CH2:24][CH2:25]Cl)=[CH:14][CH:15]=3)[C:10](=[O:28])[C:9]=2[CH:8]=1)=[O:5].[CH2:29]([NH2:31])[CH3:30].[N:32]1C=CC=[CH:34][CH:33]=1. The catalyst is CN(C)C=O. The product is [CH2:29]([NH:31][CH2:2][CH2:3][C:4]([NH:6][C:7]1[CH:20]=[CH:19][C:18]2[C:17](=[O:21])[C:16]3[C:11](=[CH:12][C:13]([NH:22][C:23](=[O:27])[CH2:24][CH2:25][NH:32][CH2:33][CH3:34])=[CH:14][CH:15]=3)[C:10](=[O:28])[C:9]=2[CH:8]=1)=[O:5])[CH3:30]. The yield is 0.230. (7) The reactants are FC(F)(F)C(O)=O.[NH2:8][C:9]1[CH:10]=[C:11]2[C:15](=[CH:16][CH:17]=1)[NH:14][C:13]([C:18]([NH:20][CH2:21][C:22]1[CH:27]=[CH:26][C:25]([Cl:28])=[C:24]([O:29][C:30]3[CH:35]=[C:34]([C:36]#[N:37])[CH:33]=[C:32]([Cl:38])[CH:31]=3)[C:23]=1[F:39])=[O:19])=[CH:12]2.[N:40]1[CH:45]=[CH:44][C:43]([C:46](O)=[O:47])=[CH:42][CH:41]=1.CCN(C(C)C)C(C)C.O=C1N(P(Cl)(N2CCOC2=O)=O)CCO1. No catalyst specified. The product is [Cl:28][C:25]1[CH:26]=[CH:27][C:22]([CH2:21][NH:20][C:18]([C:13]2[NH:14][C:15]3[C:11]([CH:12]=2)=[CH:10][C:9]([NH:8][C:46]([C:43]2[CH:44]=[CH:45][N:40]=[CH:41][CH:42]=2)=[O:47])=[CH:17][CH:16]=3)=[O:19])=[C:23]([F:39])[C:24]=1[O:29][C:30]1[CH:35]=[C:34]([C:36]#[N:37])[CH:33]=[C:32]([Cl:38])[CH:31]=1. The yield is 0.340. (8) The reactants are [NH2:1][C:2]1[C:9]([Cl:10])=[CH:8][CH:7]=[CH:6][C:3]=1[C:4]#[N:5].[H-].[Na+].[CH3:13]I. The catalyst is CN(C=O)C. The product is [Cl:10][C:9]1[C:2]([NH:1][CH3:13])=[C:3]([CH:6]=[CH:7][CH:8]=1)[C:4]#[N:5]. The yield is 0.880.